This data is from HIV replication inhibition screening data with 41,000+ compounds from the AIDS Antiviral Screen. The task is: Binary Classification. Given a drug SMILES string, predict its activity (active/inactive) in a high-throughput screening assay against a specified biological target. (1) The drug is CN(C)C=C1CCc2ccc([N+](=O)[O-])cc2C1=O. The result is 0 (inactive). (2) The molecule is CCOC(=O)c1nc2ccccc2nc1Nc1ccc(Cl)c(Cl)c1. The result is 1 (active).